Dataset: Reaction yield outcomes from USPTO patents with 853,638 reactions. Task: Predict the reaction yield, written as a fraction of the theoretical maximum amount of product (1.0 means a 100% yield; for example, 0.34 means a 34% yield). (1) The reactants are [N-:1]=[N+:2]=[N-:3].[Na+].[CH3:5][O:6][C:7]1[CH:12]=[CH:11][C:10]([CH2:13][CH2:14][CH2:15][CH2:16]OS(C2C=CC(C)=CC=2)(=O)=O)=[CH:9][CH:8]=1. The catalyst is CN(C=O)C. The product is [CH3:5][O:6][C:7]1[CH:12]=[CH:11][C:10]([CH2:13][CH2:14][CH2:15][CH2:16][N:1]=[N+:2]=[N-:3])=[CH:9][CH:8]=1. The yield is 0.950. (2) The reactants are [CH3:1][O:2][C:3]([C:5]1[S:6][C:7]([C:31]2[CH:36]=[CH:35][CH:34]=[CH:33][CH:32]=2)=[CH:8][C:9]=1[N:10]([S:19]([C:22]1[CH:27]=[C:26]([CH3:28])[C:25]([Cl:29])=[CH:24][C:23]=1[CH3:30])(=[O:21])=[O:20])[CH2:11][C:12]1[CH:17]=[CH:16][CH:15]=[C:14](I)[CH:13]=1)=[O:4].[O:37]1[C:41]2[CH:42]=[CH:43][CH:44]=[CH:45][C:40]=2[CH:39]=[C:38]1B(O)O. The catalyst is COCCOC.C([O-])([O-])=O.[Na+].[Na+].C(OCC)(=O)C.O.C1C=CC([P]([Pd]([P](C2C=CC=CC=2)(C2C=CC=CC=2)C2C=CC=CC=2)([P](C2C=CC=CC=2)(C2C=CC=CC=2)C2C=CC=CC=2)[P](C2C=CC=CC=2)(C2C=CC=CC=2)C2C=CC=CC=2)(C2C=CC=CC=2)C2C=CC=CC=2)=CC=1. The product is [CH3:1][O:2][C:3]([C:5]1[S:6][C:7]([C:31]2[CH:36]=[CH:35][CH:34]=[CH:33][CH:32]=2)=[CH:8][C:9]=1[N:10]([CH:11]([C:38]1[O:37][C:41]2[CH:42]=[CH:43][CH:44]=[CH:45][C:40]=2[CH:39]=1)[C:12]1[CH:17]=[CH:16][CH:15]=[CH:14][CH:13]=1)[S:19]([C:22]1[CH:27]=[C:26]([CH3:28])[C:25]([Cl:29])=[CH:24][C:23]=1[CH3:30])(=[O:21])=[O:20])=[O:4]. The yield is 1.00.